From a dataset of Full USPTO retrosynthesis dataset with 1.9M reactions from patents (1976-2016). Predict the reactants needed to synthesize the given product. (1) Given the product [N:35]1([CH:7]([CH2:16][CH2:17][CH2:18][CH2:19][CH2:20][CH2:21][CH2:22][CH2:23][CH2:24][CH2:25][CH2:26][CH3:27])[CH2:8][CH2:9][CH2:10][CH2:11][C:12]([O:14][CH3:15])=[O:13])[CH:39]=[CH:38][N:37]=[CH:36]1, predict the reactants needed to synthesize it. The reactants are: CS(Cl)(=O)=O.O[CH:7]([CH2:16][CH2:17][CH2:18][CH2:19][CH2:20][CH2:21][CH2:22][CH2:23][CH2:24][CH2:25][CH2:26][CH3:27])[CH2:8][CH2:9][CH2:10][CH2:11][C:12]([O:14][CH3:15])=[O:13].C(N(CC)CC)C.[NH:35]1[CH:39]=[CH:38][N:37]=[CH:36]1. (2) The reactants are: CN(C(ON1N=NC2C=CC=NC1=2)=[N+](C)C)C.F[P-](F)(F)(F)(F)F.[Cl:25][C:26]1[CH:31]=[CH:30][N:29]=[C:28]([N:32]2[C:39]3[C@H:38]4[CH2:40][C@H:37]4[CH2:36][C:35]=3[C:34]([C:41]([OH:43])=O)=[N:33]2)[CH:27]=1.Cl.[NH2:45][CH:46]([C:51]([F:54])([CH3:53])[CH3:52])[C:47]([O:49][CH3:50])=[O:48]. Given the product [CH3:50][O:49][C:47](=[O:48])[CH:46]([NH:45][C:41]([C:34]1[C:35]2[CH2:36][C@@H:37]3[CH2:40][C@@H:38]3[C:39]=2[N:32]([C:28]2[CH:27]=[C:26]([Cl:25])[CH:31]=[CH:30][N:29]=2)[N:33]=1)=[O:43])[C:51]([F:54])([CH3:53])[CH3:52], predict the reactants needed to synthesize it. (3) Given the product [CH2:3]([O:7][C:9]1[N:14]=[CH:13][N:12]=[C:11]([N:15]2[CH2:21][C@@H:20]([CH3:22])[CH2:19][CH2:18][CH2:17][C@@H:16]2[CH3:23])[CH:10]=1)[C:4]#[C:5][CH3:6], predict the reactants needed to synthesize it. The reactants are: [H-].[Na+].[CH2:3]([OH:7])[C:4]#[C:5][CH3:6].Cl[C:9]1[N:14]=[CH:13][N:12]=[C:11]([N:15]2[CH2:21][C@@H:20]([CH3:22])[CH2:19][CH2:18][CH2:17][C@@H:16]2[CH3:23])[CH:10]=1.[Cl-].[NH4+].